From a dataset of Forward reaction prediction with 1.9M reactions from USPTO patents (1976-2016). Predict the product of the given reaction. (1) The product is: [CH3:1][NH:2][C:3]([C:5]1[C:13]2[C:8](=[CH:9][C:10]([NH:14][C:15]3[CH:23]=[CH:22][CH:21]=[CH:20][C:16]=3[C:17](=[O:18])[NH:33][CH2:30][C:31]#[CH:32])=[CH:11][CH:12]=2)[N:7]([CH:24]2[CH2:29][CH2:28][CH2:27][CH2:26][O:25]2)[N:6]=1)=[O:4]. Given the reactants [CH3:1][NH:2][C:3]([C:5]1[C:13]2[C:8](=[CH:9][C:10]([NH:14][C:15]3[CH:23]=[CH:22][CH:21]=[CH:20][C:16]=3[C:17](O)=[O:18])=[CH:11][CH:12]=2)[N:7]([CH:24]2[CH2:29][CH2:28][CH2:27][CH2:26][O:25]2)[N:6]=1)=[O:4].[CH2:30]([NH2:33])[C:31]#[CH:32].CN(C(ON1N=NC2C=CC=NC1=2)=[N+](C)C)C.F[P-](F)(F)(F)(F)F, predict the reaction product. (2) The product is: [Cl:1][C:2]1[C:3]([C:8]2[CH:9]=[C:10]3[C:14](=[CH:15][CH:16]=2)[N:13]([CH2:17][O:18][CH2:19][CH2:20][Si:21]([CH3:23])([CH3:22])[CH3:24])[N:12]=[C:11]3[NH2:25])=[N:4][CH:5]=[CH:6][CH:7]=1. Given the reactants [Cl:1][C:2]1[C:3]([C:8]2[CH:9]=[C:10]3[C:14](=[CH:15][CH:16]=2)[N:13]([CH2:17][O:18][CH2:19][CH2:20][Si:21]([CH3:24])([CH3:23])[CH3:22])[N:12]=[C:11]3[N:25]2C(=O)C3C(=CC=CC=3)C2=O)=[N:4][CH:5]=[CH:6][CH:7]=1.O.NN, predict the reaction product.